This data is from Catalyst prediction with 721,799 reactions and 888 catalyst types from USPTO. The task is: Predict which catalyst facilitates the given reaction. (1) Product: [Cl:13][C:5]1[C:4]2[C:9](=[CH:10][C:11]([NH:32][CH2:31][C:30]3[CH:33]=[CH:34][CH:35]=[C:28]([F:27])[CH:29]=3)=[CH:2][CH:3]=2)[C:8](=[O:12])[NH:7][N:6]=1. Reactant: Br[C:2]1[CH:3]=[C:4]2[C:9](=[CH:10][CH:11]=1)[C:8](=[O:12])[NH:7][N:6]=[C:5]2[Cl:13].BrC1C=C2C(C(Cl)=NNC2=O)=CC=1.[F:27][C:28]1[CH:29]=[C:30]([CH:33]=[CH:34][CH:35]=1)[CH2:31][NH2:32].C1C=CC(P(C2C(C3C(P(C4C=CC=CC=4)C4C=CC=CC=4)=CC=C4C=3C=CC=C4)=C3C(C=CC=C3)=CC=2)C2C=CC=CC=2)=CC=1.CC([O-])(C)C.[Na+]. The catalyst class is: 474. (2) Reactant: [NH2:1][C:2]([C:4]1([NH:17]C(OCC2C=CC=CC=2)=O)[CH2:9][CH2:8][N:7]([C:10]([O:12][C:13]([CH3:16])([CH3:15])[CH3:14])=[O:11])[CH2:6][CH2:5]1)=[O:3]. Product: [NH2:17][C:4]1([C:2]([NH2:1])=[O:3])[CH2:9][CH2:8][N:7]([C:10]([O:12][C:13]([CH3:14])([CH3:15])[CH3:16])=[O:11])[CH2:6][CH2:5]1. The catalyst class is: 256. (3) Reactant: [CH:1]([C:4]1[CH:9]=[C:8]([CH2:10][O:11]C)[N:7]=[C:6]([NH2:13])[N:5]=1)([CH3:3])[CH3:2].B(Br)(Br)Br. Product: [NH2:13][C:6]1[N:7]=[C:8]([CH2:10][OH:11])[CH:9]=[C:4]([CH:1]([CH3:3])[CH3:2])[N:5]=1. The catalyst class is: 2. (4) Reactant: C([O:8][C:9]1[CH:10]=[C:11]2[C:16](=[N:17][CH:18]=1)[N:15]=[C:14]([CH3:19])[C:13]([C:20]([NH:22][CH2:23][C:24]1[CH:29]=[CH:28][C:27]([C:30]([CH3:33])([CH3:32])[CH3:31])=[CH:26][CH:25]=1)=[O:21])=[CH:12]2)C1C=CC=CC=1. The catalyst class is: 19. Product: [C:30]([C:27]1[CH:26]=[CH:25][C:24]([CH2:23][NH:22][C:20]([C:13]2[C:14]([CH3:19])=[N:15][C:16]3[C:11]([CH:12]=2)=[CH:10][C:9]([OH:8])=[CH:18][N:17]=3)=[O:21])=[CH:29][CH:28]=1)([CH3:33])([CH3:31])[CH3:32]. (5) Reactant: [NH2:1][CH2:2][C:3]1([CH2:22][C:23]([OH:25])=O)[CH2:7][C@@H:6]([C:8]([O:10][C:11]([CH3:14])([CH3:13])[CH3:12])=[O:9])[N:5]([C:15]([O:17][C:18]([CH3:21])([CH3:20])[CH3:19])=[O:16])[CH2:4]1.ON1C2C=CC=CC=2N=N1.Cl.C(N=C=NCCCN(C)C)C.C(N(CC)C(C)C)(C)C. Product: [O:25]=[C:23]1[CH2:22][C:3]2([CH2:4][N:5]([C:15]([O:17][C:18]([CH3:20])([CH3:21])[CH3:19])=[O:16])[C@H:6]([C:8]([O:10][C:11]([CH3:12])([CH3:14])[CH3:13])=[O:9])[CH2:7]2)[CH2:2][NH:1]1. The catalyst class is: 2. (6) Reactant: [CH2:1]([O:4][C@@H:5]([CH3:16])[CH2:6][C@@H:7]([CH3:15])[CH:8]([NH2:14])[C:9]([O:11][CH2:12][CH3:13])=[O:10])[CH:2]=[CH2:3].[C:17](O[C:17]([O:19][C:20]([CH3:23])([CH3:22])[CH3:21])=[O:18])([O:19][C:20]([CH3:23])([CH3:22])[CH3:21])=[O:18].CCN(CC)CC. Product: [CH2:1]([O:4][C@@H:5]([CH3:16])[CH2:6][C@@H:7]([CH3:15])[CH:8]([NH:14][C:17]([O:19][C:20]([CH3:23])([CH3:22])[CH3:21])=[O:18])[C:9]([O:11][CH2:12][CH3:13])=[O:10])[CH:2]=[CH2:3]. The catalyst class is: 2.